From a dataset of Acute oral toxicity (LD50) regression data from Zhu et al.. Regression/Classification. Given a drug SMILES string, predict its toxicity properties. Task type varies by dataset: regression for continuous values (e.g., LD50, hERG inhibition percentage) or binary classification for toxic/non-toxic outcomes (e.g., AMES mutagenicity, cardiotoxicity, hepatotoxicity). Dataset: ld50_zhu. (1) The compound is CC(=O)CC(c1ccco1)c1c(O)c2ccccc2oc1=O. The rat oral LD50 is 4.08, given as -log10 of the dose in mol/kg body weight (higher means more acutely toxic). (2) The molecule is COP(=O)(OC)OCc1ccccc1. The rat oral LD50 is 5.08, given as -log10 of the dose in mol/kg body weight (higher means more acutely toxic). (3) The compound is N#Cc1ccccc1C#N. The rat oral LD50 is 3.63, given as -log10 of the dose in mol/kg body weight (higher means more acutely toxic). (4) The molecule is CCOP(=S)(OCC)SCSc1cc(Cl)ccc1Cl. The rat oral LD50 is 3.93, given as -log10 of the dose in mol/kg body weight (higher means more acutely toxic). (5) The molecule is CCC=CC1C(C(=O)OCc2coc(Cc3ccccc3)c2)C1(C)C. The rat oral LD50 is 2.63, given as -log10 of the dose in mol/kg body weight (higher means more acutely toxic). (6) The compound is CNC(=O)Oc1ccccc1C1OCCCO1. The rat oral LD50 is 3.22, given as -log10 of the dose in mol/kg body weight (higher means more acutely toxic). (7) The molecule is NCCCOCCOCCOCCCN. The rat oral LD50 is 1.71, given as -log10 of the dose in mol/kg body weight (higher means more acutely toxic). (8) The compound is Cc1ccc(C=O)o1. The rat oral LD50 is 1.70, given as -log10 of the dose in mol/kg body weight (higher means more acutely toxic). (9) The drug is CCOP(=O)(OCC)N(SN(C)C(=O)ON=C(C)SC)C(C)C. The rat oral LD50 is 3.59, given as -log10 of the dose in mol/kg body weight (higher means more acutely toxic). (10) The rat oral LD50 is 1.23, given as -log10 of the dose in mol/kg body weight (higher means more acutely toxic). The drug is CCCCCCOC(=O)c1ccccc1.